This data is from Full USPTO retrosynthesis dataset with 1.9M reactions from patents (1976-2016). The task is: Predict the reactants needed to synthesize the given product. (1) Given the product [NH2:1][C:4]1[C:5]([NH:13][C:14]2([CH2:24][OH:25])[CH2:23][CH2:22][C:17]3([O:18][CH2:19][CH2:20][O:21]3)[CH2:16][CH2:15]2)=[C:6]2[S:12][CH:11]=[CH:10][C:7]2=[N:8][CH:9]=1, predict the reactants needed to synthesize it. The reactants are: [N+:1]([C:4]1[C:5]([NH:13][C:14]2([CH2:24][OH:25])[CH2:23][CH2:22][C:17]3([O:21][CH2:20][CH2:19][O:18]3)[CH2:16][CH2:15]2)=[C:6]2[S:12][CH:11]=[CH:10][C:7]2=[N:8][CH:9]=1)([O-])=O. (2) Given the product [C:12]([O:11][CH2:10][CH2:9][O:8][C:7]1[CH:6]=[CH:5][C:4]([C:15]2[CH:20]=[CH:19][C:18]([C:21]([O:23][CH2:24][CH3:25])=[O:22])=[CH:17][CH:16]=2)=[CH:3][C:2]=1[C:32]1[CH:33]=[CH:34][C:35]([N:36]2[CH2:37][CH2:38][CH2:39][CH2:40]2)=[C:30]([C:26]([CH3:29])([CH3:28])[CH3:27])[CH:31]=1)(=[O:14])[CH3:13], predict the reactants needed to synthesize it. The reactants are: Br[C:2]1[CH:3]=[C:4]([C:15]2[CH:20]=[CH:19][C:18]([C:21]([O:23][CH2:24][CH3:25])=[O:22])=[CH:17][CH:16]=2)[CH:5]=[CH:6][C:7]=1[O:8][CH2:9][CH2:10][O:11][C:12](=[O:14])[CH3:13].[C:26]([C:30]1[CH:31]=[C:32](B(O)O)[CH:33]=[CH:34][C:35]=1[N:36]1[CH2:40][CH2:39][CH2:38][CH2:37]1)([CH3:29])([CH3:28])[CH3:27].C(=O)([O-])[O-].[K+].[K+]. (3) Given the product [CH3:8][C:2]1[CH:1]=[C:6]([CH:5]=[CH:4][CH:3]=1)[O:7][CH2:16][C:17]([O:19][CH2:20][CH3:21])=[O:18], predict the reactants needed to synthesize it. The reactants are: [CH:1]1[C:6]([OH:7])=[CH:5][CH:4]=[CH:3][C:2]=1[CH3:8].C(=O)([O-])[O-].[K+].[K+].Br[CH2:16][C:17]([O:19][CH2:20][CH3:21])=[O:18]. (4) The reactants are: [Br:1][C:2]1[CH:7]=[CH:6][C:5]([NH:8][C:9](=[O:31])[C:10]2[CH:15]=[CH:14][C:13]([O:16][C:17]3[CH:22]=[CH:21][C:20]([NH:23][S:24]([CH3:27])(=[O:26])=[O:25])=[CH:19][CH:18]=3)=[C:12]([N+:28]([O-])=O)[CH:11]=2)=[CH:4][CH:3]=1.C(=O)([O-])[O-].[Na+].[Na+]. Given the product [NH2:28][C:12]1[CH:11]=[C:10]([CH:15]=[CH:14][C:13]=1[O:16][C:17]1[CH:22]=[CH:21][C:20]([NH:23][S:24]([CH3:27])(=[O:26])=[O:25])=[CH:19][CH:18]=1)[C:9]([NH:8][C:5]1[CH:4]=[CH:3][C:2]([Br:1])=[CH:7][CH:6]=1)=[O:31], predict the reactants needed to synthesize it. (5) The reactants are: [C:1]([NH:5][CH2:6][CH2:7][NH2:8])(=[O:4])[CH:2]=[CH2:3].[ClH:9]. Given the product [ClH:9].[C:1]([NH:5][CH2:6][CH2:7][NH2:8])(=[O:4])[CH:2]=[CH2:3], predict the reactants needed to synthesize it. (6) Given the product [F:22][C:23]1[CH:24]=[C:25]([CH:29]([C:35]2[CH:40]=[CH:39][CH:38]=[C:37]([F:41])[CH:36]=2)[S:30]([CH2:31][C:32]([NH2:34])=[O:33])=[O:9])[CH:26]=[CH:27][CH:28]=1, predict the reactants needed to synthesize it. The reactants are: C1(C)C=CC(C(C2C=CC(C)=CC=2)S(CC(N)=O)=[O:9])=CC=1.[F:22][C:23]1[CH:24]=[C:25]([CH:29]([C:35]2[CH:40]=[CH:39][CH:38]=[C:37]([F:41])[CH:36]=2)[S:30][CH2:31][C:32]([NH2:34])=[O:33])[CH:26]=[CH:27][CH:28]=1. (7) The reactants are: C([O:3][C:4]1[C:5](=O)[CH:6]([C:10](=O)[C:11]([O:13][CH2:14][CH3:15])=[O:12])[CH2:7][CH2:8][CH:9]=1)C.[CH3:18][NH:19][NH2:20]. Given the product [CH3:18][N:19]1[C:5]2[C:4](=[O:3])[CH2:9][CH2:8][CH2:7][C:6]=2[C:10]([C:11]([O:13][CH2:14][CH3:15])=[O:12])=[N:20]1, predict the reactants needed to synthesize it. (8) Given the product [ClH:30].[CH3:1][O:2][CH2:3]/[CH:4]=[CH:5]/[C:6]1[C:16]2[O:15][CH2:14][CH2:13][NH:12][CH2:11][C:10]=2[CH:9]=[CH:8][CH:7]=1, predict the reactants needed to synthesize it. The reactants are: [CH3:1][O:2][CH2:3]/[CH:4]=[CH:5]/[C:6]1[C:16]2[O:15][CH2:14][CH2:13][N:12](C(OC(C)(C)C)=O)[CH2:11][C:10]=2[CH:9]=[CH:8][CH:7]=1.C(OCC)(=O)C.[ClH:30]. (9) Given the product [Cl:1][C:2]1[CH:3]=[CH:4][C:5]([C:8]2[CH:9]=[N:10][CH:11]=[C:12]3[C:17]=2[N:16]=[C:15]([C:18]([N:54]2[CH2:58][CH2:57][CH:56]([OH:59])[CH2:55]2)=[O:20])[CH:14]=[CH:13]3)=[CH:6][CH:7]=1, predict the reactants needed to synthesize it. The reactants are: [Cl:1][C:2]1[CH:7]=[CH:6][C:5]([C:8]2[CH:9]=[N:10][CH:11]=[C:12]3[C:17]=2[N:16]=[C:15]([C:18]([OH:20])=O)[CH:14]=[CH:13]3)=[CH:4][CH:3]=1.C(N(CC)C(C)C)(C)C.F[P-](F)(F)(F)(F)F.N1(OC(N(C)C)=[N+](C)C)C2N=CC=CC=2N=N1.[NH:54]1[CH2:58][CH2:57][CH:56]([OH:59])[CH2:55]1.